From a dataset of Forward reaction prediction with 1.9M reactions from USPTO patents (1976-2016). Predict the product of the given reaction. Given the reactants [CH3:1][C:2]1[N:6]([CH2:7][C:8]2[C:17]3[C:12](=[CH:13][CH:14]=[CH:15][CH:16]=3)[CH:11]=[CH:10][CH:9]=2)[C:5]2[CH:18]=[C:19]([N:25]3[CH2:30][CH2:29][O:28][CH2:27][CH2:26]3)[CH:20]=[C:21]([C:22]([NH2:24])=[O:23])[C:4]=2[N:3]=1, predict the reaction product. The product is: [CH3:5][N:6](/[CH:7]=[N:24]/[C:22]([C:21]1[C:4]2[N:3]=[C:2]([CH3:1])[N:6]([CH2:7][C:8]3[C:17]4[C:12](=[CH:13][CH:14]=[CH:15][CH:16]=4)[CH:11]=[CH:10][CH:9]=3)[C:5]=2[CH:18]=[C:19]([N:25]2[CH2:30][CH2:29][O:28][CH2:27][CH2:26]2)[CH:20]=1)=[O:23])[CH3:2].